Dataset: Forward reaction prediction with 1.9M reactions from USPTO patents (1976-2016). Task: Predict the product of the given reaction. Given the reactants [NH2:1][C:2]1[CH:3]=[CH:4][C:5]([F:18])=[C:6]([C@:8]2([CH3:17])[C@:13]([F:15])([CH3:14])[CH2:12][O:11][C:10]([NH2:16])=[N:9]2)[CH:7]=1.[Cl:19][C:20]1[C:21]([C:29](O)=[O:30])=[N:22][N:23]([CH2:25][CH:26]([F:28])[F:27])[CH:24]=1, predict the reaction product. The product is: [NH2:16][C:10]1[O:11][CH2:12][C@@:13]([F:15])([CH3:14])[C@:8]([C:6]2[CH:7]=[C:2]([NH:1][C:29]([C:21]3[C:20]([Cl:19])=[CH:24][N:23]([CH2:25][CH:26]([F:28])[F:27])[N:22]=3)=[O:30])[CH:3]=[CH:4][C:5]=2[F:18])([CH3:17])[N:9]=1.